From a dataset of Peptide-MHC class I binding affinity with 185,985 pairs from IEDB/IMGT. Regression. Given a peptide amino acid sequence and an MHC pseudo amino acid sequence, predict their binding affinity value. This is MHC class I binding data. (1) The peptide sequence is AGLITGGRR. The MHC is HLA-A11:01 with pseudo-sequence HLA-A11:01. The binding affinity (normalized) is 0.188. (2) The peptide sequence is DLGLLYTAKY. The MHC is HLA-A26:01 with pseudo-sequence HLA-A26:01. The binding affinity (normalized) is 0.361. (3) The peptide sequence is DYNFVKQLF. The MHC is HLA-A01:01 with pseudo-sequence HLA-A01:01. The binding affinity (normalized) is 0. (4) The peptide sequence is SRYFGNVRL. The MHC is HLA-B18:01 with pseudo-sequence HLA-B18:01. The binding affinity (normalized) is 0.0847. (5) The peptide sequence is ASLKNTISK. The MHC is HLA-A68:01 with pseudo-sequence HLA-A68:01. The binding affinity (normalized) is 0.239. (6) The peptide sequence is FSNTIQSYK. The MHC is HLA-A03:01 with pseudo-sequence HLA-A03:01. The binding affinity (normalized) is 0.701. (7) The peptide sequence is ATAAATEAY. The MHC is HLA-A02:03 with pseudo-sequence HLA-A02:03. The binding affinity (normalized) is 0.0847. (8) The peptide sequence is YQVLVMVPK. The MHC is HLA-B58:01 with pseudo-sequence HLA-B58:01. The binding affinity (normalized) is 0.0847. (9) The peptide sequence is PTPVNIIGRNL. The MHC is HLA-A02:06 with pseudo-sequence HLA-A02:06. The binding affinity (normalized) is 0.